Dataset: Catalyst prediction with 721,799 reactions and 888 catalyst types from USPTO. Task: Predict which catalyst facilitates the given reaction. (1) The catalyst class is: 10. Product: [I:14][CH2:2][CH2:3][C:4]1[CH:13]=[CH:12][C:7]([C:8]([O:10][CH3:11])=[O:9])=[CH:6][CH:5]=1. Reactant: Cl[CH2:2][CH2:3][C:4]1[CH:13]=[CH:12][C:7]([C:8]([O:10][CH3:11])=[O:9])=[CH:6][CH:5]=1.[I-:14].[K+]. (2) Reactant: C(OC([N:8]1[C:16]2[C:11](=[CH:12][CH:13]=[C:14]([CH2:17][N:18]3[CH2:23][CH2:22][N:21]([CH3:24])[CH2:20][CH2:19]3)[CH:15]=2)[CH:10]=[C:9]1[C:25]1[CH:30]=[C:29]([C:31]2[CH:36]=[C:35]([CH3:37])[C:34]([OH:38])=[C:33]([CH3:39])[CH:32]=2)[N:28]=[N:27][C:26]=1[O:40]C)=O)(C)(C)C.[I-].[K+].Cl. Product: [OH:38][C:34]1[C:33]([CH3:39])=[CH:32][C:31]([C:29]2[CH:30]=[C:25]([C:9]3[NH:8][C:16]4[C:11]([CH:10]=3)=[CH:12][CH:13]=[C:14]([CH2:17][N:18]3[CH2:23][CH2:22][N:21]([CH3:24])[CH2:20][CH2:19]3)[CH:15]=4)[C:26](=[O:40])[NH:27][N:28]=2)=[CH:36][C:35]=1[CH3:37]. The catalyst class is: 10. (3) Reactant: [Br:1][C:2]1[C:3](Cl)=[N:4][C:5]([Cl:8])=[N:6][CH:7]=1.C(N(C(C)C)CC)(C)C.[CH:19]1([NH2:23])[CH2:22][CH2:21][CH2:20]1. Product: [Br:1][C:2]1[C:3]([NH:23][CH:19]2[CH2:22][CH2:21][CH2:20]2)=[N:4][C:5]([Cl:8])=[N:6][CH:7]=1. The catalyst class is: 1. (4) Reactant: [C:1]([N:4]([CH2:37][CH:38]1[CH2:40][CH2:39]1)[C:5]1[CH:36]=[CH:35][C:8]([O:9][C:10]2[CH:11]=[C:12]([CH:28]=[C:29]([O:31][CH:32]([CH3:34])[CH3:33])[CH:30]=2)[C:13]([NH:15][C:16]2[S:17][CH:18]=[C:19]([CH:21]3[CH2:25][O:24]C(C)(C)[O:22]3)[N:20]=2)=[O:14])=[CH:7][CH:6]=1)(=[O:3])[CH3:2].Cl. Product: [C:1]([N:4]([CH2:37][CH:38]1[CH2:39][CH2:40]1)[C:5]1[CH:6]=[CH:7][C:8]([O:9][C:10]2[CH:11]=[C:12]([CH:28]=[C:29]([O:31][CH:32]([CH3:33])[CH3:34])[CH:30]=2)[C:13]([NH:15][C:16]2[S:17][CH:18]=[C:19]([CH:21]([OH:22])[CH2:25][OH:24])[N:20]=2)=[O:14])=[CH:35][CH:36]=1)(=[O:3])[CH3:2]. The catalyst class is: 1. (5) Reactant: Cl.[Cl:2][C:3]1[CH:8]=[CH:7][C:6]([NH:9]N)=[CH:5][CH:4]=1.Br[CH2:12][CH2:13][CH:14]1[CH2:19][CH2:18][CH2:17][CH2:16][CH2:15]1.C(N(CC)CC)C.Cl.[CH3:28][N:29]1[CH2:34][CH2:33][C:32](=O)[CH2:31][CH2:30]1. Product: [Cl:2][C:3]1[CH:8]=[CH:7][C:6]2[N:9]([CH2:12][CH2:13][CH:14]3[CH2:19][CH2:18][CH2:17][CH2:16][CH2:15]3)[C:32]3[CH2:33][CH2:34][N:29]([CH3:28])[CH2:30][C:31]=3[C:5]=2[CH:4]=1. The catalyst class is: 8. (6) Reactant: [Cl:1][C:2]1[C:10]2[C:5](=[CH:6][CH:7]=[CH:8][CH:9]=2)[N:4]([C:11]2[N:15]([CH3:16])[N:14]=[C:13]([CH3:17])[C:12]=2[CH:18]=O)[N:3]=1.C(OP([CH2:28][C:29]([O:31]CC)=[O:30])(OCC)=O)C.[H-].[Na+].O. Product: [Cl:1][C:2]1[C:10]2[C:5](=[CH:6][CH:7]=[CH:8][CH:9]=2)[N:4]([C:11]2[N:15]([CH3:16])[N:14]=[C:13]([CH3:17])[C:12]=2/[CH:18]=[CH:28]/[C:29]([OH:31])=[O:30])[N:3]=1. The catalyst class is: 7. (7) Reactant: C(O[BH-](OC(=O)C)OC(=O)C)(=O)C.[Na+].C(O)(=O)C.[F:19][C:20]1[CH:25]=[CH:24][C:23]([C:26]2[CH:53]=[CH:52][C:29]3[N:30]([C:33]([C:46]4[CH:51]=[CH:50][CH:49]=[CH:48][CH:47]=4)([C:40]4[CH:45]=[CH:44][CH:43]=[CH:42][CH:41]=4)[C:34]4[CH:39]=[CH:38][CH:37]=[CH:36][CH:35]=4)[N:31]=[N:32][C:28]=3[CH:27]=2)=[CH:22][C:21]=1[CH:54]=O.[C:56]([O:60][C:61]([N:63]1[CH2:67][CH2:66][CH2:65][C@@H:64]1[CH2:68][NH:69][CH2:70][C:71]1[CH:76]=[CH:75][C:74]([F:77])=[CH:73][CH:72]=1)=[O:62])([CH3:59])([CH3:58])[CH3:57]. Product: [C:56]([O:60][C:61]([N:63]1[CH2:67][CH2:66][CH2:65][C@@H:64]1[CH2:68][N:69]([CH2:70][C:71]1[CH:76]=[CH:75][C:74]([F:77])=[CH:73][CH:72]=1)[CH2:54][C:21]1[CH:22]=[C:23]([C:26]2[CH:53]=[CH:52][C:29]3[N:30]([C:33]([C:46]4[CH:47]=[CH:48][CH:49]=[CH:50][CH:51]=4)([C:40]4[CH:45]=[CH:44][CH:43]=[CH:42][CH:41]=4)[C:34]4[CH:39]=[CH:38][CH:37]=[CH:36][CH:35]=4)[N:31]=[N:32][C:28]=3[CH:27]=2)[CH:24]=[CH:25][C:20]=1[F:19])=[O:62])([CH3:59])([CH3:57])[CH3:58]. The catalyst class is: 576.